This data is from Experimental lipophilicity measurements (octanol/water distribution) for 4,200 compounds from AstraZeneca. The task is: Regression/Classification. Given a drug SMILES string, predict its absorption, distribution, metabolism, or excretion properties. Task type varies by dataset: regression for continuous measurements (e.g., permeability, clearance, half-life) or binary classification for categorical outcomes (e.g., BBB penetration, CYP inhibition). For this dataset (lipophilicity_astrazeneca), we predict Y. (1) The molecule is OCC[C@]1(c2cc3ccccc3o2)CCCNC1. The Y is 0.120 logD. (2) The compound is Cn1cnc2c(-c3ccc(C4(N)CCC4)cc3)c(-c3ccccc3)ccc21. The Y is 2.50 logD. (3) The compound is Cc1ncccc1Oc1ncnc(OC2CCN(C(=O)OC(C)C)CC2)c1C. The Y is 3.80 logD.